From a dataset of Reaction yield outcomes from USPTO patents with 853,638 reactions. Predict the reaction yield, written as a fraction of the theoretical maximum amount of product (1.0 means a 100% yield; for example, 0.34 means a 34% yield). (1) The reactants are [Cl:1][C:2]1[CH:3]=[C:4]2[C:8](=[CH:9][CH:10]=1)[NH:7][CH2:6][CH2:5]2.[CH3:11]OC(=O)OC.C(=O)([O-])[O-].[K+].[K+].C(OCC)C. The catalyst is CN(C=O)C. The product is [Cl:1][C:2]1[CH:3]=[C:4]2[C:8](=[CH:9][CH:10]=1)[N:7]([CH3:11])[CH2:6][CH2:5]2. The yield is 0.710. (2) The reactants are [C:1]([O:5][C:6]([NH:8][C:9]([CH3:14])([CH3:13])[C:10]([OH:12])=O)=[O:7])([CH3:4])([CH3:3])[CH3:2].CCN=C=NCCCN(C)C.Cl.[F:27][C:28]([F:32])([F:31])[CH2:29][NH2:30]. The catalyst is C(Cl)Cl.CN(C1C=CN=CC=1)C. The product is [CH3:13][C:9]([NH:8][C:6](=[O:7])[O:5][C:1]([CH3:2])([CH3:3])[CH3:4])([CH3:14])[C:10](=[O:12])[NH:30][CH2:29][C:28]([F:32])([F:31])[F:27]. The yield is 0.460.